Dataset: Reaction yield outcomes from USPTO patents with 853,638 reactions. Task: Predict the reaction yield, written as a fraction of the theoretical maximum amount of product (1.0 means a 100% yield; for example, 0.34 means a 34% yield). The reactants are [CH:1]1[CH:9]=[C:8](Cl)[C:7]2[C:3](=[N:4][O:5][N:6]=2)[C:2]=1[N+:11]([O-:13])=[O:12].P([O-])([O-])([O-])=O.[Na+].[Na+].[Na+].[CH3:22][S-:23].[Na+]. The catalyst is C(O)C. The product is [CH3:22][S:23][C:8]1[C:7]2[C:3](=[N:4][O:5][N:6]=2)[C:2]([N+:11]([O-:13])=[O:12])=[CH:1][CH:9]=1. The yield is 0.770.